Dataset: Full USPTO retrosynthesis dataset with 1.9M reactions from patents (1976-2016). Task: Predict the reactants needed to synthesize the given product. (1) Given the product [Cl:1][C:2]1[CH:7]=[CH:6][C:5]([CH:8]([C:26]2[CH:27]=[CH:28][C:29]([Cl:32])=[CH:30][CH:31]=2)[C:9]2[CH:10]=[C:11]3[C:16](=[CH:17][CH:18]=2)[N:15]=[CH:14][N:13]=[C:12]3[NH:19][CH:20]2[CH2:21][CH2:22][N:23]([S:37]([CH2:40][C:41]([O:43][CH3:44])=[O:42])(=[O:39])=[O:38])[CH2:24][CH2:25]2)=[CH:4][CH:3]=1, predict the reactants needed to synthesize it. The reactants are: [Cl:1][C:2]1[CH:7]=[CH:6][C:5]([CH:8]([C:26]2[CH:31]=[CH:30][C:29]([Cl:32])=[CH:28][CH:27]=2)[C:9]2[CH:10]=[C:11]3[C:16](=[CH:17][CH:18]=2)[N:15]=[CH:14][N:13]=[C:12]3[NH:19][CH:20]2[CH2:25][CH2:24][NH:23][CH2:22][CH2:21]2)=[CH:4][CH:3]=1.ClCCl.Cl[S:37]([CH2:40][C:41]([O:43][CH3:44])=[O:42])(=[O:39])=[O:38]. (2) Given the product [CH2:34]([N:11]([C:10]1[C:5]([O:4][CH3:3])=[N:6][CH:7]=[C:8]([CH2:15][S:16](/[CH:19]=[CH:20]/[C:21]2[C:26]([O:27][CH3:28])=[CH:25][C:24]([O:29][CH3:30])=[CH:23][C:22]=2[O:31][CH3:32])(=[O:18])=[O:17])[CH:9]=1)[C:12](=[O:14])[CH3:13])[CH3:35], predict the reactants needed to synthesize it. The reactants are: [H-].[Na+].[CH3:3][O:4][C:5]1[C:10]([NH:11][C:12](=[O:14])[CH3:13])=[CH:9][C:8]([CH2:15][S:16](/[CH:19]=[CH:20]/[C:21]2[C:26]([O:27][CH3:28])=[CH:25][C:24]([O:29][CH3:30])=[CH:23][C:22]=2[O:31][CH3:32])(=[O:18])=[O:17])=[CH:7][N:6]=1.I[CH2:34][CH3:35]. (3) Given the product [CH3:5][CH:6]1[CH2:11][CH2:10][CH2:9][CH2:8][N:7]1[CH2:3][C:2]#[CH:1], predict the reactants needed to synthesize it. The reactants are: [CH2:1](Cl)[C:2]#[CH:3].[CH3:5][CH:6]1[CH2:11][CH2:10][CH2:9][CH2:8][NH:7]1. (4) Given the product [C:1]([O:5][C:6]([N:8]1[CH2:13][CH2:12][C:11]2([C:14]3[C:19](=[CH:18][C:17]([Cl:21])=[CH:16][N:15]=3)[NH:23][CH2:22]2)[CH2:10][CH2:9]1)=[O:7])([CH3:4])([CH3:3])[CH3:2], predict the reactants needed to synthesize it. The reactants are: [C:1]([O:5][C:6]([N:8]1[CH2:13][CH2:12][C:11]([C:22]#[N:23])([C:14]2[C:19](F)=[CH:18][C:17]([Cl:21])=[CH:16][N:15]=2)[CH2:10][CH2:9]1)=[O:7])([CH3:4])([CH3:3])[CH3:2].C(O[AlH-](OC(C)(C)C)OC(C)(C)C)(C)(C)C.[Li+].[OH-].[Na+].O. (5) Given the product [CH3:1][CH:2]([C:5]1[CH:6]=[CH:7][C:8]([CH:11]2[C:16]3=[N:17][S:18](=[O:22])(=[O:21])[CH2:19][CH2:20][N:15]3[CH2:14][CH2:13][CH2:12]2)=[CH:9][CH:10]=1)[CH2:3][CH3:4], predict the reactants needed to synthesize it. The reactants are: [CH3:1][CH:2]([C:5]1[CH:10]=[CH:9][C:8]([C:11]2[C:16]3=[N:17][S:18](=[O:22])(=[O:21])[CH2:19][CH2:20][N:15]3[CH:14]=[CH:13][CH:12]=2)=[CH:7][CH:6]=1)[CH2:3][CH3:4].